Dataset: Catalyst prediction with 721,799 reactions and 888 catalyst types from USPTO. Task: Predict which catalyst facilitates the given reaction. (1) Reactant: [Li+].CC([N-]C(C)C)C.[Cl:9][C:10]1[CH:11]=[C:12]([CH2:17][C:18]([O:20][CH3:21])=[O:19])[CH:13]=[C:14]([Cl:16])[CH:15]=1.[CH3:22][O:23][C:24]1[CH:25]=[C:26]([CH:29]=[CH:30][CH:31]=1)[CH2:27]Br.Cl. Product: [CH3:21][O:20][C:18](=[O:19])[CH:17]([C:12]1[CH:11]=[C:10]([Cl:9])[CH:15]=[C:14]([Cl:16])[CH:13]=1)[CH2:27][C:26]1[CH:29]=[CH:30][CH:31]=[C:24]([O:23][CH3:22])[CH:25]=1. The catalyst class is: 1. (2) Reactant: [F:1][C:2]1[CH:58]=[N:57][C:5]2[N:6]([C:31]3[CH:32]=[C:33]([C:37]4[CH:42]=[CH:41][C:40]([CH2:43][CH:44]5[CH2:49][CH2:48][N:47](C(OC(C)(C)C)=O)[CH2:46][CH2:45]5)=[CH:39][CH:38]=4)[CH:34]=[CH:35][CH:36]=3)[C:7](=[O:30])[N:8]([C@H:11]3[CH2:16][CH2:15][C@@H:14]([NH:17][C:18]([C:20]4[N:21]=[C:22]5[CH:27]=[CH:26][C:25]([F:28])=[CH:24][N:23]5[CH:29]=4)=[O:19])[CH2:13][CH2:12]3)[C:9](=[O:10])[C:4]=2[CH:3]=1.FC(F)(F)C(O)=O. Product: [F:28][C:25]1[CH:26]=[CH:27][C:22]2[N:23]([CH:29]=[C:20]([C:18]([NH:17][C@H:14]3[CH2:13][CH2:12][C@@H:11]([N:8]4[C:9](=[O:10])[C:4]5[CH:3]=[C:2]([F:1])[CH:58]=[N:57][C:5]=5[N:6]([C:31]5[CH:32]=[C:33]([C:37]6[CH:42]=[CH:41][C:40]([CH2:43][CH:44]7[CH2:45][CH2:46][NH:47][CH2:48][CH2:49]7)=[CH:39][CH:38]=6)[CH:34]=[CH:35][CH:36]=5)[C:7]4=[O:30])[CH2:16][CH2:15]3)=[O:19])[N:21]=2)[CH:24]=1. The catalyst class is: 2. (3) Reactant: [I:1][C:2]1[CH:7]=[CH:6][C:5]([O:8][CH3:9])=[CH:4][C:3]=1[S:10][C:11]1[NH:12][C:13]2[C:18]([N:19]=1)=[C:17]([NH2:20])[N:16]=[CH:15][N:14]=2.Br[CH2:22][C:23]([NH2:25])=[O:24].C([O-])([O-])=O.[Cs+].[Cs+]. Product: [NH2:20][C:17]1[N:16]=[CH:15][N:14]=[C:13]2[C:18]=1[N:19]=[C:11]([S:10][C:3]1[CH:4]=[C:5]([O:8][CH3:9])[CH:6]=[CH:7][C:2]=1[I:1])[N:12]2[CH2:22][C:23]([NH2:25])=[O:24]. The catalyst class is: 3. (4) Reactant: [CH2:1]([O:8][C:9]([NH:11][CH2:12][C:13]1[CH:14]=[C:15]([C:19]2[CH:24]=[CH:23][C:22]([C:25](O)=[O:26])=[CH:21][CH:20]=2)[CH:16]=[CH:17][CH:18]=1)=[O:10])[C:2]1[CH:7]=[CH:6][CH:5]=[CH:4][CH:3]=1.Cl.[C:29]([O:33][NH2:34])([CH3:32])([CH3:31])[CH3:30].CN([P+](ON1N=NC2C=CC=CC1=2)(N(C)C)N(C)C)C.F[P-](F)(F)(F)(F)F. Product: [CH2:1]([O:8][C:9](=[O:10])[NH:11][CH2:12][C:13]1[CH:14]=[C:15]([C:19]2[CH:20]=[CH:21][C:22]([C:25](=[O:26])[NH:34][O:33][C:29]([CH3:32])([CH3:31])[CH3:30])=[CH:23][CH:24]=2)[CH:16]=[CH:17][CH:18]=1)[C:2]1[CH:3]=[CH:4][CH:5]=[CH:6][CH:7]=1. The catalyst class is: 39. (5) Reactant: [CH2:1]([NH:4][C:5](=[O:10])[C:6]([F:9])([F:8])[F:7])[CH:2]=[CH2:3].Br[C:12]1[CH:17]=[CH:16][CH:15]=[C:14]([N+:18]([O-:20])=[O:19])[CH:13]=1.CC(CC(OC(C)(C)C)=O)=O. Product: [F:7][C:6]([F:9])([F:8])[C:5]([NH:4][CH2:1][CH:2]=[CH:3][C:12]1[CH:17]=[CH:16][CH:15]=[C:14]([N+:18]([O-:20])=[O:19])[CH:13]=1)=[O:10]. The catalyst class is: 167. (6) Reactant: [Br:1][C:2]1[CH:7]=[N:6][C:5]([O:8]C)=[C:4]2[N:10]([S:14]([C:17]3[CH:23]=[CH:22][C:20]([CH3:21])=[CH:19][CH:18]=3)(=[O:16])=[O:15])[C:11]([I:13])=[CH:12][C:3]=12.[I-].[Na+].Cl[Si](C)(C)C.O. Product: [Br:1][C:2]1[C:3]2[CH:12]=[C:11]([I:13])[N:10]([S:14]([C:17]3[CH:23]=[CH:22][C:20]([CH3:21])=[CH:19][CH:18]=3)(=[O:15])=[O:16])[C:4]=2[C:5](=[O:8])[NH:6][CH:7]=1. The catalyst class is: 245. (7) Reactant: Cl.[NH2:2][CH2:3][C:4]([O:6][CH2:7][CH3:8])=[O:5].[C:9]1([C:15](=O)[CH2:16][CH2:17][C:18](=O)[CH3:19])[CH:14]=[CH:13][CH:12]=[CH:11][CH:10]=1. Product: [CH3:19][C:18]1[N:2]([CH2:3][C:4]([O:6][CH2:7][CH3:8])=[O:5])[C:15]([C:9]2[CH:14]=[CH:13][CH:12]=[CH:11][CH:10]=2)=[CH:16][CH:17]=1. The catalyst class is: 511.